Dataset: Forward reaction prediction with 1.9M reactions from USPTO patents (1976-2016). Task: Predict the product of the given reaction. (1) Given the reactants [Cl:1][C:2]1[CH:3]=[C:4]2[C:8](=[CH:9][CH:10]=1)[NH:7][C:6]([CH:11]([CH2:15][CH:16]=[CH2:17])[C:12]([OH:14])=O)=[CH:5]2.[CH3:18][C:19]1[CH:20]=[C:21]([CH:23]=[CH:24][C:25]=1[C:26]([N:28]1[CH2:32][CH2:31][CH2:30][CH2:29]1)=[O:27])[NH2:22].CN(C(ON1N=NC2C=CC=CC1=2)=[N+](C)C)C.[B-](F)(F)(F)F.C(N(C(C)C)CC)(C)C, predict the reaction product. The product is: [Cl:1][C:2]1[CH:3]=[C:4]2[C:8](=[CH:9][CH:10]=1)[NH:7][C:6]([CH:11]([CH2:15][CH:16]=[CH2:17])[C:12]([NH:22][C:21]1[CH:23]=[CH:24][C:25]([C:26]([N:28]3[CH2:29][CH2:30][CH2:31][CH2:32]3)=[O:27])=[C:19]([CH3:18])[CH:20]=1)=[O:14])=[CH:5]2. (2) Given the reactants [Cl:1][C:2]1[C:11]2[C:6](=[CH:7][CH:8]=[CH:9][CH:10]=2)[CH:5]=[CH:4][C:3]=1[O:12][CH2:13][CH:14]([NH2:16])[CH3:15].[Cl:17][C:18]1[O:22][C:21]([CH:23]=O)=[CH:20][CH:19]=1, predict the reaction product. The product is: [Cl:17][C:18]1[O:22][C:21]([CH2:23][NH:16][CH:14]([CH3:15])[CH2:13][O:12][C:3]2[CH:4]=[CH:5][C:6]3[C:11](=[CH:10][CH:9]=[CH:8][CH:7]=3)[C:2]=2[Cl:1])=[CH:20][CH:19]=1. (3) Given the reactants C[O:2][C:3]1[CH:4]=[C:5]([B:19]2[O:23]C(C)(C)C(C)(C)[O:20]2)[CH:6]=[C:7](/[CH:9]=[CH:10]/[C:11]2[CH:16]=[CH:15][C:14]([O:17]C)=[CH:13][CH:12]=2)[CH:8]=1.B(Br)(Br)Br, predict the reaction product. The product is: [OH:2][C:3]1[CH:4]=[C:5]([B:19]([OH:23])[OH:20])[CH:6]=[C:7](/[CH:9]=[CH:10]/[C:11]2[CH:12]=[CH:13][C:14]([OH:17])=[CH:15][CH:16]=2)[CH:8]=1. (4) Given the reactants [CH2:1]([O:3][C:4]([C:6]1([C:9]2[CH:14]=[CH:13][C:12]([C:15]3[CH:20]=[CH:19][C:18]([C:21]4[S:22][C:23]([Cl:29])=[CH:24][C:25]=4C(=O)N)=[CH:17][C:16]=3[O:30][CH3:31])=[CH:11][CH:10]=2)[CH2:8][CH2:7]1)=[O:5])[CH3:2].[C:32]1([CH3:41])[CH:37]=[CH:36][CH:35]=[CH:34][C:33]=1[C@H:38]([OH:40])[CH3:39].[N:42]1[CH:47]=CC=CC=1.FC(F)(F)C(OI(C1C=CC=CC=1)OC(=O)C(F)(F)F)=[O:51], predict the reaction product. The product is: [CH2:1]([O:3][C:4]([C:6]1([C:9]2[CH:14]=[CH:13][C:12]([C:15]3[CH:20]=[CH:19][C:18]([C:21]4[S:22][C:23]([Cl:29])=[CH:24][C:25]=4[NH:42][C:47]([O:40][C@@H:38]([C:33]4[CH:34]=[CH:35][CH:36]=[CH:37][C:32]=4[CH3:41])[CH3:39])=[O:51])=[CH:17][C:16]=3[O:30][CH3:31])=[CH:11][CH:10]=2)[CH2:7][CH2:8]1)=[O:5])[CH3:2]. (5) Given the reactants OS(C(F)(F)F)(=O)=O.[C:9](=[NH:32])([O:11][CH2:12][CH2:13][C:14]1[CH:19]=[CH:18][C:17]([O:20][C:21]2[CH:26]=[CH:25][C:24]([Cl:27])=[C:23]([C:28]([F:31])([F:30])[F:29])[CH:22]=2)=[CH:16][CH:15]=1)[NH2:10].[CH:33]([CH:35]([CH2:41][C:42]1[CH:47]=[CH:46][CH:45]=[CH:44][CH:43]=1)[C:36](OCC)=O)=[O:34].C([O-])([O-])=O.[K+].[K+], predict the reaction product. The product is: [Cl:27][C:24]1[CH:25]=[CH:26][C:21]([O:20][C:17]2[CH:16]=[CH:15][C:14]([CH2:13][CH2:12][O:11][C:9]3[NH:10][CH:36]=[C:35]([CH2:41][C:42]4[CH:47]=[CH:46][CH:45]=[CH:44][CH:43]=4)[C:33](=[O:34])[N:32]=3)=[CH:19][CH:18]=2)=[CH:22][C:23]=1[C:28]([F:31])([F:30])[F:29]. (6) Given the reactants [Br:1][C:2]1[C:3]([O:8][C:9]2[CH:15]=[CH:14][C:12]([NH2:13])=[CH:11][CH:10]=2)=[N:4][CH:5]=[CH:6][CH:7]=1.[Cl:16][C:17]1[CH:22]=[CH:21][CH:20]=[CH:19][N:18]=1, predict the reaction product. The product is: [ClH:16].[Br:1][C:2]1[C:3]([O:8][C:9]2[CH:15]=[CH:14][C:12]([NH:13][C:17]3[CH:22]=[CH:21][CH:20]=[CH:19][N:18]=3)=[CH:11][CH:10]=2)=[N:4][CH:5]=[CH:6][CH:7]=1.